This data is from Forward reaction prediction with 1.9M reactions from USPTO patents (1976-2016). The task is: Predict the product of the given reaction. (1) Given the reactants [Cl:1][C:2]1[CH:3]=[C:4]([C:8]2[C:13]([O:14][CH3:15])=[CH:12][CH:11]=[C:10]([CH2:16][C:17]3[CH:18]=[CH:19][C:20](F)=[N:21][CH:22]=3)[C:9]=2[F:24])[CH:5]=[CH:6][CH:7]=1.[CH3:25][C@H:26]1[CH2:30][CH2:29][C@H:28]([CH3:31])[NH:27]1.N12CCCN=C1CCCCC2.Cl, predict the reaction product. The product is: [Cl:1][C:2]1[CH:3]=[C:4]([C:8]2[C:13]([O:14][CH3:15])=[CH:12][CH:11]=[C:10]([CH2:16][C:17]3[CH:18]=[CH:19][C:20]([N:27]4[C@@H:28]([CH3:31])[CH2:29][CH2:30][C@@H:26]4[CH3:25])=[N:21][CH:22]=3)[C:9]=2[F:24])[CH:5]=[CH:6][CH:7]=1. (2) Given the reactants [Si]([O:8][CH2:9][C:10]1([N:13]2[CH2:18][C:17]3([CH2:23][CH2:22][N:21](C(OC(C)(C)C)=O)[CH2:20][CH2:19]3)[O:16][CH2:15][C:14]2=[O:31])[CH2:12][CH2:11]1)(C(C)(C)C)(C)C.Cl, predict the reaction product. The product is: [OH:8][CH2:9][C:10]1([N:13]2[CH2:18][C:17]3([CH2:23][CH2:22][NH:21][CH2:20][CH2:19]3)[O:16][CH2:15][C:14]2=[O:31])[CH2:11][CH2:12]1. (3) Given the reactants [Br:1][C:2]1[CH:10]=[CH:9][CH:8]=[C:7]2[C:3]=1[C:4]([C:11](=[O:16])[C:12]([F:15])([F:14])[F:13])=[CH:5][NH:6]2.[H-].[Na+].[F:19][C:20]([F:33])([F:32])[O:21][CH2:22][CH2:23]OS(C(F)(F)F)(=O)=O, predict the reaction product. The product is: [Br:1][C:2]1[CH:10]=[CH:9][CH:8]=[C:7]2[C:3]=1[C:4]([C:11](=[O:16])[C:12]([F:14])([F:15])[F:13])=[CH:5][N:6]2[CH2:23][CH2:22][O:21][C:20]([F:33])([F:32])[F:19]. (4) Given the reactants [CH3:1][N:2]1[C:10]2[C:9]([O:11][C:12]3[CH:18]=[CH:17][C:15]([NH2:16])=[CH:14][CH:13]=3)=[N:8][CH:7]=[N:6][C:5]=2[CH:4]=[CH:3]1.[Br:19][C:20]1[CH:21]=[C:22]([CH:24]=[CH:25][CH:26]=1)[NH2:23].CN(C)[CH:29]=[O:30], predict the reaction product. The product is: [Br:19][C:20]1[CH:21]=[C:22]([NH:23][C:29]([NH:16][C:15]2[CH:17]=[CH:18][C:12]([O:11][C:9]3[C:10]4[N:2]([CH3:1])[CH:3]=[CH:4][C:5]=4[N:6]=[CH:7][N:8]=3)=[CH:13][CH:14]=2)=[O:30])[CH:24]=[CH:25][CH:26]=1.